Task: Predict the reactants needed to synthesize the given product.. Dataset: Full USPTO retrosynthesis dataset with 1.9M reactions from patents (1976-2016) (1) Given the product [CH:19]1([N:7]([CH:1]2[CH2:6][CH2:5][CH2:4][CH2:3][CH2:2]2)[C:8]([NH:9][C:10]2[S:11][C:12]([C:15]([N:36]3[CH2:37][CH2:38][N:33]([CH2:32][C:31]([N:25]4[CH2:26][CH2:27][O:28][CH2:29][CH2:30]4)=[O:39])[CH2:34][CH2:35]3)=[O:16])=[CH:13][N:14]=2)=[O:18])[CH2:24][CH2:23][CH2:22][CH2:21][CH2:20]1, predict the reactants needed to synthesize it. The reactants are: [CH:1]1([N:7]([CH:19]2[CH2:24][CH2:23][CH2:22][CH2:21][CH2:20]2)[C:8](=[O:18])[NH:9][C:10]2[S:11][C:12]([C:15](O)=[O:16])=[CH:13][N:14]=2)[CH2:6][CH2:5][CH2:4][CH2:3][CH2:2]1.[N:25]1([C:31](=[O:39])[CH2:32][N:33]2[CH2:38][CH2:37][NH:36][CH2:35][CH2:34]2)[CH2:30][CH2:29][O:28][CH2:27][CH2:26]1.CN(C(ON1N=NC2C=CC=CC1=2)=[N+](C)C)C.F[P-](F)(F)(F)(F)F.CCN(C(C)C)C(C)C. (2) Given the product [Br:24][C:12]1[CH:11]=[C:10]([C:7]([CH3:9])([CH3:8])[CH2:6][C:5]([OH:22])([C:18]([F:21])([F:20])[F:19])[C:4]([OH:3])=[O:23])[CH:15]=[CH:14][C:13]=1[O:16][CH3:17], predict the reactants needed to synthesize it. The reactants are: C([O:3][C:4](=[O:23])[C:5]([OH:22])([C:18]([F:21])([F:20])[F:19])[CH2:6][C:7]([C:10]1[CH:15]=[CH:14][C:13]([O:16][CH3:17])=[CH:12][CH:11]=1)([CH3:9])[CH3:8])C.[Br:24]N1C(=O)CCC1=O. (3) Given the product [CH2:29]([C@H:31]1[C:39]2[C:34](=[CH:35][C:36]([C:40]([NH:41][C@H:42]([C:46]3[CH:51]=[CH:50][C:49]([S:52]([CH2:55][CH3:56])(=[O:53])=[O:54])=[CH:48][N:47]=3)[CH2:43][CH2:44][OH:45])=[O:57])=[CH:37][CH:38]=2)[CH2:33][NH:32]1)[CH3:30], predict the reactants needed to synthesize it. The reactants are: C([C@H]1C2C(=CC(C(N[C@H](C3C=CC(S(CC)(=O)=O)=CC=3)CO)=O)=CC=2)CN1)C.[CH2:29]([C@H:31]1[C:39]2[C:34](=[CH:35][C:36]([C:40](=[O:57])[NH:41][C@H:42]([C:46]3[CH:51]=[CH:50][C:49]([S:52]([CH2:55][CH3:56])(=[O:54])=[O:53])=[CH:48][N:47]=3)[CH2:43][CH2:44][OH:45])=[CH:37][CH:38]=2)[CH2:33][N:32]1C(OC(C)(C)C)=O)[CH3:30]. (4) Given the product [CH2:5]([N:12]([CH2:35][C:36]1[CH:41]=[CH:40][CH:39]=[CH:38][CH:37]=1)[C@H:13]1[C@H:23]([C:24]2[CH:25]=[CH:26][C:27]([C:30]([F:31])([F:33])[F:32])=[CH:28][CH:29]=2)[O:34][C@H:16]([CH2:17][C:18]([O:20][CH2:21][CH3:22])=[O:19])[CH2:15][CH2:14]1)[C:6]1[CH:11]=[CH:10][CH:9]=[CH:8][CH:7]=1, predict the reactants needed to synthesize it. The reactants are: [O-]CC.[Na+].[CH2:5]([N:12]([CH2:35][C:36]1[CH:41]=[CH:40][CH:39]=[CH:38][CH:37]=1)[C@@H:13]([C@@H:23]([OH:34])[C:24]1[CH:29]=[CH:28][C:27]([C:30]([F:33])([F:32])[F:31])=[CH:26][CH:25]=1)[CH2:14][CH2:15]/[CH:16]=[CH:17]/[C:18]([O:20][CH2:21][CH3:22])=[O:19])[C:6]1[CH:11]=[CH:10][CH:9]=[CH:8][CH:7]=1.OS(O)(=O)=O.C([O-])(O)=O.[Na+]. (5) Given the product [C:9]([C:13]1[CH:14]=[CH:15][C:16]([S:19]([NH:22][C:23]2[C:28]([O:29][C:30]3[CH:35]=[CH:34][CH:33]=[CH:32][C:31]=3[O:36][CH3:37])=[C:27]([O:7][CH2:6][C:5]#[C:4][CH2:3][OH:8])[N:26]=[C:25]([N:39]3[CH2:44][CH2:43][O:42][CH2:41][CH2:40]3)[N:24]=2)(=[O:21])=[O:20])=[CH:17][CH:18]=1)([CH3:12])([CH3:10])[CH3:11], predict the reactants needed to synthesize it. The reactants are: [H-].[Na+].[CH2:3]([OH:8])[C:4]#[C:5][CH2:6][OH:7].[C:9]([C:13]1[CH:18]=[CH:17][C:16]([S:19]([NH:22][C:23]2[C:28]([O:29][C:30]3[CH:35]=[CH:34][CH:33]=[CH:32][C:31]=3[O:36][CH3:37])=[C:27](Cl)[N:26]=[C:25]([N:39]3[CH2:44][CH2:43][O:42][CH2:41][CH2:40]3)[N:24]=2)(=[O:21])=[O:20])=[CH:15][CH:14]=1)([CH3:12])([CH3:11])[CH3:10].C(O)(=O)CC(CC(O)=O)(C(O)=O)O. (6) Given the product [CH2:18]([NH:25][C:2]1[C:7]2[C:8]([C:11]3[CH:16]=[CH:15][CH:14]=[CH:13][CH:12]=3)=[CH:9][S:10][C:6]=2[CH:5]=[C:4]([CH3:17])[N:3]=1)[C:19]1[CH:24]=[CH:23][CH:22]=[CH:21][CH:20]=1, predict the reactants needed to synthesize it. The reactants are: Cl[C:2]1[C:7]2[C:8]([C:11]3[CH:16]=[CH:15][CH:14]=[CH:13][CH:12]=3)=[CH:9][S:10][C:6]=2[CH:5]=[C:4]([CH3:17])[N:3]=1.[CH2:18]([NH2:25])[C:19]1[CH:24]=[CH:23][CH:22]=[CH:21][CH:20]=1.C(N(CC)CC)C. (7) Given the product [Si:12]([O:19][CH2:20][CH2:21][N:22]([C:23]1[CH:24]=[C:25]2[C:29](=[C:30]([CH:32]3[CH2:34][CH2:33]3)[CH:31]=1)[N:28]([C:35]1[CH:36]=[N:37][C:38]([CH3:41])=[CH:39][CH:40]=1)[CH:27]=[CH:26]2)[C:8]([C:7]1[C:6]([Cl:11])=[N:5][CH:4]=[N:3][C:2]=1[Cl:1])=[O:9])([C:15]([CH3:18])([CH3:17])[CH3:16])([CH3:14])[CH3:13], predict the reactants needed to synthesize it. The reactants are: [Cl:1][C:2]1[C:7]([C:8](Cl)=[O:9])=[C:6]([Cl:11])[N:5]=[CH:4][N:3]=1.[Si:12]([O:19][CH2:20][CH2:21][NH:22][C:23]1[CH:24]=[C:25]2[C:29](=[C:30]([CH:32]3[CH2:34][CH2:33]3)[CH:31]=1)[N:28]([C:35]1[CH:36]=[N:37][C:38]([CH3:41])=[CH:39][CH:40]=1)[CH:27]=[CH:26]2)([C:15]([CH3:18])([CH3:17])[CH3:16])([CH3:14])[CH3:13].C(N(CC)CC)C. (8) Given the product [Cl:1][C:2]1[C:3]2[CH:10]=[C:9]([O:11][CH3:12])[C:8]([OH:13])=[C:7]([N+:14]([O-:16])=[O:15])[C:4]=2[S:5][CH:6]=1, predict the reactants needed to synthesize it. The reactants are: [Cl:1][C:2]1[C:3]2[CH:10]=[C:9]([O:11][CH3:12])[C:8]([OH:13])=[CH:7][C:4]=2[S:5][CH:6]=1.[N+:14]([O-])([OH:16])=[O:15]. (9) Given the product [Cl:5][C:6]1[CH:7]=[CH:8][C:9]([C:10]([C:12]2[CH:13]=[CH:14][C:15]3[N:21]([CH3:22])[C:20](=[O:23])[CH2:19][NH:18][CH:17]([C:24]4[CH:29]=[CH:28][CH:27]=[C:26]([Cl:30])[CH:25]=4)[C:16]=3[CH:31]=2)=[O:11])=[CH:32][CH:33]=1, predict the reactants needed to synthesize it. The reactants are: [BH3-]C#N.[Na+].[Cl:5][C:6]1[CH:33]=[CH:32][C:9]([C:10]([C:12]2[CH:13]=[CH:14][C:15]3[N:21]([CH3:22])[C:20](=[O:23])[CH2:19][N:18]=[C:17]([C:24]4[CH:29]=[CH:28][CH:27]=[C:26]([Cl:30])[CH:25]=4)[C:16]=3[CH:31]=2)=[O:11])=[CH:8][CH:7]=1.[NH4+].[OH-].